This data is from Forward reaction prediction with 1.9M reactions from USPTO patents (1976-2016). The task is: Predict the product of the given reaction. (1) Given the reactants [Cl:1][C:2]1[CH:7]=[CH:6][C:5]([C:8](=[O:18])[NH:9][CH2:10][C:11]2[CH:16]=[CH:15][CH:14]=[C:13]([Cl:17])[CH:12]=2)=[CH:4][C:3]=1[NH:19][C:20]([C:22]1[C:35](=[O:36])[NH:34][C:25]2[N:26]=[C:27](S(C)(=O)=O)[N:28]=[CH:29][C:24]=2[CH:23]=1)=[O:21].[CH3:37][N:38]1[CH2:43][CH2:42][N:41]([CH2:44][CH2:45][NH2:46])[CH2:40][CH2:39]1.CN(C=O)C, predict the reaction product. The product is: [Cl:1][C:2]1[CH:7]=[CH:6][C:5]([C:8](=[O:18])[NH:9][CH2:10][C:11]2[CH:16]=[CH:15][CH:14]=[C:13]([Cl:17])[CH:12]=2)=[CH:4][C:3]=1[NH:19][C:20]([C:22]1[C:35](=[O:36])[NH:34][C:25]2[N:26]=[C:27]([NH:46][CH2:45][CH2:44][N:41]3[CH2:42][CH2:43][N:38]([CH3:37])[CH2:39][CH2:40]3)[N:28]=[CH:29][C:24]=2[CH:23]=1)=[O:21]. (2) Given the reactants [NH2:1][C:2]1[CH:7]=[CH:6][C:5]([C:8](=[O:29])[CH2:9][CH2:10][C:11]2[S:15][C:14]([C:16]3[CH:21]=[CH:20][C:19]([C:22]([F:25])([F:24])[F:23])=[CH:18][CH:17]=3)=[N:13][C:12]=2[CH:26]([CH3:28])[CH3:27])=[CH:4][CH:3]=1.[CH:30]1[CH:35]=[C:34]([N+:36]([O-:38])=[O:37])[C:33]([S:39](Cl)(=[O:41])=[O:40])=[CH:32][CH:31]=1.O, predict the reaction product. The product is: [CH:26]([C:12]1[N:13]=[C:14]([C:16]2[CH:21]=[CH:20][C:19]([C:22]([F:25])([F:24])[F:23])=[CH:18][CH:17]=2)[S:15][C:11]=1[CH2:10][CH2:9][C:8]([C:5]1[CH:6]=[CH:7][C:2]([NH:1][S:39]([C:33]2[CH:32]=[CH:31][CH:30]=[CH:35][C:34]=2[N+:36]([O-:38])=[O:37])(=[O:40])=[O:41])=[CH:3][CH:4]=1)=[O:29])([CH3:27])[CH3:28]. (3) Given the reactants [Cl:1][C:2]1[N:7]=[C:6]2[CH:8]=[C:9]([C:20]([O:22]CC)=[O:21])[N:10](S(C3C=CC=CC=3)(=O)=O)[C:5]2=[CH:4][CH:3]=1.[OH-].[Na+].Cl, predict the reaction product. The product is: [Cl:1][C:2]1[N:7]=[C:6]2[CH:8]=[C:9]([C:20]([OH:22])=[O:21])[NH:10][C:5]2=[CH:4][CH:3]=1. (4) The product is: [CH2:1]([O:8][C@@H:9]([C@@H:18]([O:40][CH2:41][C:42]1[CH:47]=[CH:46][CH:45]=[CH:44][CH:43]=1)[C@H:19]([O:32][CH2:33][C:34]1[CH:39]=[CH:38][CH:37]=[CH:36][CH:35]=1)[CH2:20][N:21]([O:24][CH2:25][C:26]1[CH:27]=[CH:28][CH:29]=[CH:30][CH:31]=1)[CH:22]=[O:23])[CH2:10][CH2:11][P:12](=[O:17])([O:13][CH3:14])[O:15][CH3:16])[C:2]1[CH:7]=[CH:6][CH:5]=[CH:4][CH:3]=1. Given the reactants [CH2:1]([O:8][C@@H:9]([C@@H:18]([O:40][CH2:41][C:42]1[CH:47]=[CH:46][CH:45]=[CH:44][CH:43]=1)[C@H:19]([O:32][CH2:33][C:34]1[CH:39]=[CH:38][CH:37]=[CH:36][CH:35]=1)[CH2:20][N:21]([O:24][CH2:25][C:26]1[CH:31]=[CH:30][CH:29]=[CH:28][CH:27]=1)[CH:22]=[O:23])/[CH:10]=[CH:11]/[P:12](=[O:17])([O:15][CH3:16])[O:13][CH3:14])[C:2]1[CH:7]=[CH:6][CH:5]=[CH:4][CH:3]=1, predict the reaction product. (5) The product is: [F:31][C:25]1[CH:26]=[CH:27][CH:28]=[C:29]2[C:24]=1[C:22](=[O:23])[C:16]([C:17]([O:19][CH2:20][CH3:21])=[O:18])=[N:14][NH:15]2. Given the reactants C(P(CCCC)CCCC)CCC.[N+:14](=[C:16]([C:22]([C:24]1[C:29](F)=[CH:28][CH:27]=[CH:26][C:25]=1[F:31])=[O:23])[C:17]([O:19][CH2:20][CH3:21])=[O:18])=[N-:15], predict the reaction product.